From a dataset of Reaction yield outcomes from USPTO patents with 853,638 reactions. Predict the reaction yield, written as a fraction of the theoretical maximum amount of product (1.0 means a 100% yield; for example, 0.34 means a 34% yield). (1) The reactants are [CH3:1][N:2]1[C:6]2[CH:7]=[C:8]([C:11]3[CH:16]=[CH:15][CH:14]=[C:13]([O:17][CH2:18][CH:19]4[CH2:21][O:20]4)[CH:12]=3)[CH:9]=[CH:10][C:5]=2[N:4]=[CH:3]1.[CH2:22]1[C:30]2[C:25](=[CH:26][CH:27]=[CH:28][CH:29]=2)[CH2:24][NH:23]1. The catalyst is CO. The product is [CH2:22]1[C:30]2[C:25](=[CH:26][CH:27]=[CH:28][CH:29]=2)[CH2:24][N:23]1[CH2:21][CH:19]([OH:20])[CH2:18][O:17][C:13]1[CH:14]=[CH:15][CH:16]=[C:11]([C:8]2[CH:9]=[CH:10][C:5]3[N:4]=[CH:3][N:2]([CH3:1])[C:6]=3[CH:7]=2)[CH:12]=1. The yield is 0.110. (2) The reactants are Cl[C:2]1[CH:7]=[C:6](Cl)[N:5]=[CH:4][N:3]=1.[CH3:9][NH:10][C:11]1[CH:12]=[C:13]([OH:17])[CH:14]=[CH:15][CH:16]=1. No catalyst specified. The product is [CH3:9][N:10]([C:11]1[CH:16]=[CH:15][CH:14]=[C:13]([OH:17])[CH:12]=1)[C:2]1[CH:7]=[C:6]([N:10]([CH3:9])[C:11]2[CH:16]=[CH:15][CH:14]=[C:13]([OH:17])[CH:12]=2)[N:5]=[CH:4][N:3]=1. The yield is 0.430. (3) The reactants are Br[C:2]1[S:6][C:5]([C:7]([S:10]([NH2:13])(=[O:12])=[O:11])([CH3:9])[CH3:8])=[N:4][CH:3]=1.[N+:14]([C:17]1[CH:18]=[C:19]([NH:32][C:33]2[N:38]=[C:37]([C:39]([F:42])([F:41])[F:40])[CH:36]=[CH:35][N:34]=2)[CH:20]=[C:21](B2OC(C)(C)C(C)(C)O2)[CH:22]=1)([O-:16])=[O:15].C(Cl)Cl.C([O-])([O-])=O.[Na+].[Na+]. The catalyst is O.C1C=CC(P(C2C=CC=CC=2)[C-]2C=CC=C2)=CC=1.C1C=CC(P(C2C=CC=CC=2)[C-]2C=CC=C2)=CC=1.Cl[Pd]Cl.[Fe+2].O1CCOCC1. The product is [N+:14]([C:17]1[CH:22]=[C:21]([C:2]2[S:6][C:5]([C:7]([S:10]([NH2:13])(=[O:12])=[O:11])([CH3:9])[CH3:8])=[N:4][CH:3]=2)[CH:20]=[C:19]([NH:32][C:33]2[N:38]=[C:37]([C:39]([F:42])([F:41])[F:40])[CH:36]=[CH:35][N:34]=2)[CH:18]=1)([O-:16])=[O:15]. The yield is 0.740. (4) The reactants are [I:1][C:2]1[CH:7]=[CH:6][C:5]([OH:8])=[CH:4][CH:3]=1.[H-].[Na+].[CH3:11][O:12][C:13]([C:15]1[O:16][C:17]([CH2:20]Cl)=[CH:18][CH:19]=1)=[O:14]. The catalyst is CN(C)C=O. The product is [CH3:11][O:12][C:13]([C:15]1[O:16][C:17]([CH2:20][O:8][C:5]2[CH:6]=[CH:7][C:2]([I:1])=[CH:3][CH:4]=2)=[CH:18][CH:19]=1)=[O:14]. The yield is 0.280.